The task is: Predict the product of the given reaction.. This data is from Forward reaction prediction with 1.9M reactions from USPTO patents (1976-2016). (1) Given the reactants [F:1][C:2]1[CH:22]=[CH:21][C:5]2[N:6]=[C:7]([C:11]3[CH:16]=[CH:15][CH:14]=[CH:13][C:12]=3[O:17]C(=O)C)O[C:9](=[O:10])[C:4]=2[CH:3]=1.[C:23]1([CH2:29][CH2:30][CH2:31][NH2:32])[CH:28]=[CH:27][CH:26]=[CH:25][CH:24]=1, predict the reaction product. The product is: [F:1][C:2]1[CH:3]=[C:4]2[C:5](=[CH:21][CH:22]=1)[N:6]=[C:7]([C:11]1[CH:16]=[CH:15][CH:14]=[CH:13][C:12]=1[OH:17])[N:32]([CH2:31][CH2:30][CH2:29][C:23]1[CH:28]=[CH:27][CH:26]=[CH:25][CH:24]=1)[C:9]2=[O:10]. (2) Given the reactants Br[C:2](Br)=[CH:3][C:4]1[CH:9]=[CH:8][CH:7]=[CH:6][C:5]=1[NH2:10].[CH:12](/B(O)O)=[CH:13]\[CH2:14][CH2:15][CH2:16][CH3:17].[O-]P([O-])([O-])=O.[K+].[K+].[K+].O.[C:30]1(C)C=CC=C[CH:31]=1, predict the reaction product. The product is: [CH:12]([C:2]1[NH:10][C:5]2[C:4]([CH:3]=1)=[CH:9][CH:8]=[CH:7][CH:6]=2)=[CH:13][C:14]1[CH:31]=[CH:30][CH:17]=[CH:16][CH:15]=1. (3) Given the reactants Br[CH2:2][CH2:3][O:4][C:5]1[C:10]([CH3:11])=[CH:9][C:8]([C:12]2[NH:21][C:20](=[O:22])[C:19]3[C:14](=[CH:15][C:16]([O:25][CH3:26])=[CH:17][C:18]=3[O:23][CH3:24])[N:13]=2)=[CH:7][C:6]=1[CH3:27].[NH:28]1[CH:32]=[CH:31][N:30]=[CH:29]1.C([O-])([O-])=O.[Cs+].[Cs+], predict the reaction product. The product is: [N:28]1([CH2:2][CH2:3][O:4][C:5]2[C:10]([CH3:11])=[CH:9][C:8]([C:12]3[NH:21][C:20](=[O:22])[C:19]4[C:14](=[CH:15][C:16]([O:25][CH3:26])=[CH:17][C:18]=4[O:23][CH3:24])[N:13]=3)=[CH:7][C:6]=2[CH3:27])[CH:32]=[CH:31][N:30]=[CH:29]1. (4) Given the reactants Cl[C:2]1[CH:11]=[N:10][C:9]2[C:4](=[CH:5][C:6]([O:12][CH3:13])=[CH:7][CH:8]=2)[N:3]=1.CC1(C)C(C)(C)OB([C:22]2[CH:27]=[CH:26][C:25]([CH2:28][C:29]([NH:31][C:32]3[CH:36]=[C:35]([C:37]4([C:40]([F:43])([F:42])[F:41])[CH2:39][CH2:38]4)[O:34][N:33]=3)=[O:30])=[CH:24][CH:23]=2)O1.C([O-])([O-])=O.[Na+].[Na+], predict the reaction product. The product is: [CH3:13][O:12][C:6]1[CH:5]=[C:4]2[C:9]([N:10]=[CH:11][C:2]([C:22]3[CH:23]=[CH:24][C:25]([CH2:28][C:29]([NH:31][C:32]4[CH:36]=[C:35]([C:37]5([C:40]([F:43])([F:41])[F:42])[CH2:38][CH2:39]5)[O:34][N:33]=4)=[O:30])=[CH:26][CH:27]=3)=[N:3]2)=[CH:8][CH:7]=1. (5) Given the reactants [NH:1]1[C:9]2[C:4](=[CH:5][CH:6]=[CH:7][N:8]=2)[CH:3]=[CH:2]1.[Br:10][C:11]1[CH:16]=[CH:15][N:14]=[C:13]2[NH:17][CH:18]=[CH:19][C:12]=12.CC(C)([O-])C.[K+].[N+:26]([C:29]1[CH:35]=[CH:34][C:32]([NH2:33])=[CH:31][CH:30]=1)([O-:28])=[O:27].[Cl-].[NH4+], predict the reaction product. The product is: [Br:10][C:11]1[CH:16]=[CH:15][N:14]=[C:13]2[NH:17][CH:18]=[CH:19][C:12]=12.[N+:26]([C:29]1[CH:35]=[CH:34][C:32]([NH:33][C:5]2[C:4]3[CH:3]=[CH:2][NH:1][C:9]=3[N:8]=[CH:7][CH:6]=2)=[CH:31][CH:30]=1)([O-:28])=[O:27]. (6) The product is: [Cl:22][C:14]1[CH:13]=[C:12]([C:7]2[CH:8]=[CH:9][N:5]([CH2:4][C:3]([OH:2])=[O:23])[C:6]=2[C:47]#[N:48])[CH:17]=[C:16]([S:18](=[O:19])(=[O:20])[N:37]([CH3:38])[CH2:36][CH2:35][C:27]2[CH:26]=[CH:25][CH:30]=[CH:29][CH:28]=2)[CH:15]=1. Given the reactants C[O:2][C:3](=[O:23])[CH2:4][N:5]1[CH:9]=[C:8](C#N)[C:7]([C:12]2[CH:17]=[C:16]([S:18](Cl)(=[O:20])=[O:19])[CH:15]=[C:14]([Cl:22])[CH:13]=2)=[CH:6]1.Cl[C:25]1[CH:26]=[C:27]([C:35]2C(C#N)=[CH:38][N:37](CC(O)=O)[CH:36]=2)[CH:28]=[C:29](S(Cl)(=O)=O)[CH:30]=1.C[CH2:47][N:48](CC)CC.[Li+].[OH-], predict the reaction product.